From a dataset of Forward reaction prediction with 1.9M reactions from USPTO patents (1976-2016). Predict the product of the given reaction. The product is: [C:29]([OH:32])(=[O:31])[CH3:30].[CH3:1][O:2][C:3]1[C:8]([C:9]2[CH:10]=[C:11]([NH:14][C:15]3[CH:20]=[N:19][CH:18]=[C:17]([O:21][C@@H:22]4[CH2:27][CH2:26][CH2:25][NH:24][CH2:23]4)[N:16]=3)[NH:12][N:13]=2)=[CH:7][CH:6]=[C:5]([CH3:28])[N:4]=1. Given the reactants [CH3:1][O:2][C:3]1[C:8]([C:9]2[CH:10]=[C:11]([NH:14][C:15]3[CH:20]=[N:19][CH:18]=[C:17]([O:21][C@@H:22]4[CH2:27][CH2:26][CH2:25][NH:24][CH2:23]4)[N:16]=3)[NH:12][N:13]=2)=[CH:7][CH:6]=[C:5]([CH3:28])[N:4]=1.[C:29]([OH:32])(=[O:31])[CH3:30], predict the reaction product.